This data is from NCI-60 drug combinations with 297,098 pairs across 59 cell lines. The task is: Regression. Given two drug SMILES strings and cell line genomic features, predict the synergy score measuring deviation from expected non-interaction effect. Drug 1: CC1=C(C(CCC1)(C)C)C=CC(=CC=CC(=CC(=O)O)C)C. Drug 2: C(CCl)NC(=O)N(CCCl)N=O. Cell line: DU-145. Synergy scores: CSS=8.71, Synergy_ZIP=-3.98, Synergy_Bliss=-1.05, Synergy_Loewe=-0.244, Synergy_HSA=0.625.